Dataset: Catalyst prediction with 721,799 reactions and 888 catalyst types from USPTO. Task: Predict which catalyst facilitates the given reaction. (1) Reactant: N[C:2]1O[N:5]=[C:4]([C:7]([CH3:10])(C)C)[CH:3]=1.[Cl:11][C:12]1[CH:17]=[CH:16][C:15]([N:18]=[C:19]=[O:20])=[CH:14][C:13]=1[C:21]([F:24])([F:23])[F:22].[CH2:25]([Cl:27])Cl. Product: [Cl:11][C:12]1[CH:17]=[CH:16][C:15]([NH:18][C:19](=[O:20])[NH:5][C:4]2[CH:7]=[CH:10][C:25]([Cl:27])=[C:2]([C:21]([F:24])([F:23])[F:22])[CH:3]=2)=[CH:14][C:13]=1[C:21]([F:22])([F:23])[F:24]. The catalyst class is: 11. (2) Reactant: C(OC(=O)[NH:10][CH:11]1[CH2:30][CH2:29][CH2:28][CH2:27][C:12]21[CH2:17][N:16]([CH2:18][CH2:19][C:20]1[CH:25]=[CH:24][C:23]([F:26])=[CH:22][CH:21]=1)[CH2:15][CH2:14][CH2:13]2)C1C=CC=CC=1. Product: [F:26][C:23]1[CH:24]=[CH:25][C:20]([CH2:19][CH2:18][N:16]2[CH2:15][CH2:14][CH2:13][C:12]3([CH2:27][CH2:28][CH2:29][CH2:30][CH:11]3[NH2:10])[CH2:17]2)=[CH:21][CH:22]=1. The catalyst class is: 19.